From a dataset of Peptide-MHC class II binding affinity with 134,281 pairs from IEDB. Regression. Given a peptide amino acid sequence and an MHC pseudo amino acid sequence, predict their binding affinity value. This is MHC class II binding data. (1) The peptide sequence is YSNIMNSINNVMD. The MHC is HLA-DQA10102-DQB10602 with pseudo-sequence HLA-DQA10102-DQB10602. The binding affinity (normalized) is 0.406. (2) The peptide sequence is QVHFQPLPPAVVKLS. The MHC is DRB1_0405 with pseudo-sequence DRB1_0405. The binding affinity (normalized) is 0.238. (3) The peptide sequence is PEDSALLEDPAG. The MHC is DRB1_0404 with pseudo-sequence DRB1_0404. The binding affinity (normalized) is 0.